Dataset: Peptide-MHC class I binding affinity with 185,985 pairs from IEDB/IMGT. Task: Regression. Given a peptide amino acid sequence and an MHC pseudo amino acid sequence, predict their binding affinity value. This is MHC class I binding data. (1) The peptide sequence is FPREGVFVF. The MHC is HLA-A30:02 with pseudo-sequence HLA-A30:02. The binding affinity (normalized) is 0. (2) The MHC is HLA-B58:01 with pseudo-sequence HLA-B58:01. The binding affinity (normalized) is 0.0856. The peptide sequence is IEELREHLL.